The task is: Predict which catalyst facilitates the given reaction.. This data is from Catalyst prediction with 721,799 reactions and 888 catalyst types from USPTO. Reactant: [C:1]([CH2:3][C:4]([O:6][CH2:7][CH3:8])=[O:5])#[N:2].[C:9](=[O:12])([O-])[O-].[K+].[K+].[I-].[Na+].[C:17](=O)=O.[CH2:20]([O:22][CH2:23][CH3:24])[CH3:21]. Product: [CH2:7]([O:6][C:4](=[O:5])[CH:3]([C:1]#[N:2])[CH2:21][CH:20]([O:12][CH2:9][CH3:17])[O:22][CH2:23][CH3:24])[CH3:8]. The catalyst class is: 6.